From a dataset of NCI-60 drug combinations with 297,098 pairs across 59 cell lines. Regression. Given two drug SMILES strings and cell line genomic features, predict the synergy score measuring deviation from expected non-interaction effect. (1) Drug 1: C1CC(=O)NC(=O)C1N2CC3=C(C2=O)C=CC=C3N. Drug 2: C1=NC2=C(N1)C(=S)N=C(N2)N. Cell line: COLO 205. Synergy scores: CSS=49.7, Synergy_ZIP=-2.74, Synergy_Bliss=-3.43, Synergy_Loewe=-28.2, Synergy_HSA=-0.603. (2) Drug 1: C1CCC(CC1)NC(=O)N(CCCl)N=O. Drug 2: C1=NC2=C(N1)C(=S)N=C(N2)N. Cell line: K-562. Synergy scores: CSS=46.5, Synergy_ZIP=-1.36, Synergy_Bliss=-0.799, Synergy_Loewe=-5.71, Synergy_HSA=-0.0594. (3) Drug 1: C1CC(=O)NC(=O)C1N2CC3=C(C2=O)C=CC=C3N. Drug 2: CC1C(C(CC(O1)OC2CC(CC3=C2C(=C4C(=C3O)C(=O)C5=C(C4=O)C(=CC=C5)OC)O)(C(=O)C)O)N)O.Cl. Cell line: CAKI-1. Synergy scores: CSS=35.3, Synergy_ZIP=-10.3, Synergy_Bliss=-1.26, Synergy_Loewe=-15.2, Synergy_HSA=1.95. (4) Drug 1: CN1CCC(CC1)COC2=C(C=C3C(=C2)N=CN=C3NC4=C(C=C(C=C4)Br)F)OC. Drug 2: C1CC(=O)NC(=O)C1N2C(=O)C3=CC=CC=C3C2=O. Cell line: KM12. Synergy scores: CSS=-4.42, Synergy_ZIP=6.39, Synergy_Bliss=9.26, Synergy_Loewe=6.28, Synergy_HSA=0.574. (5) Drug 1: CC(CN1CC(=O)NC(=O)C1)N2CC(=O)NC(=O)C2. Drug 2: CC1CCC2CC(C(=CC=CC=CC(CC(C(=O)C(C(C(=CC(C(=O)CC(OC(=O)C3CCCCN3C(=O)C(=O)C1(O2)O)C(C)CC4CCC(C(C4)OC)O)C)C)O)OC)C)C)C)OC. Cell line: NCIH23. Synergy scores: CSS=25.2, Synergy_ZIP=3.40, Synergy_Bliss=4.03, Synergy_Loewe=6.30, Synergy_HSA=8.82.